From a dataset of NCI-60 drug combinations with 297,098 pairs across 59 cell lines. Regression. Given two drug SMILES strings and cell line genomic features, predict the synergy score measuring deviation from expected non-interaction effect. Drug 1: CC1=C(C(CCC1)(C)C)C=CC(=CC=CC(=CC(=O)O)C)C. Drug 2: CC1C(C(CC(O1)OC2CC(OC(C2O)C)OC3=CC4=CC5=C(C(=O)C(C(C5)C(C(=O)C(C(C)O)O)OC)OC6CC(C(C(O6)C)O)OC7CC(C(C(O7)C)O)OC8CC(C(C(O8)C)O)(C)O)C(=C4C(=C3C)O)O)O)O. Cell line: PC-3. Synergy scores: CSS=46.7, Synergy_ZIP=3.60, Synergy_Bliss=4.69, Synergy_Loewe=-19.0, Synergy_HSA=3.07.